From a dataset of Full USPTO retrosynthesis dataset with 1.9M reactions from patents (1976-2016). Predict the reactants needed to synthesize the given product. (1) Given the product [C:21]([C:20]1[CH:23]=[CH:24][C:17]([O:16][C:9]2[N:10]3[C:15]([CH:14]=[CH:13][CH:12]=[CH:11]3)=[C:7]([C:1](=[O:5])[C:2]([NH:25][C:26]3[S:30][N:29]=[C:28]([CH3:31])[CH:27]=3)=[O:3])[CH:8]=2)=[CH:18][CH:19]=1)#[N:22], predict the reactants needed to synthesize it. The reactants are: [C:1](Cl)(=[O:5])[C:2](Cl)=[O:3].[CH:7]1[CH:8]=[C:9]([O:16][C:17]2[CH:24]=[CH:23][C:20]([C:21]#[N:22])=[CH:19][CH:18]=2)[N:10]2[C:15]=1[CH:14]=[CH:13][CH:12]=[CH:11]2.[NH2:25][C:26]1[S:30][N:29]=[C:28]([CH3:31])[CH:27]=1. (2) Given the product [NH2:40][C:14]1[C:13]2[N:20]=[C:21]([CH2:32][O:33][CH2:34][CH3:35])[N:22]([CH2:23][C:24]([NH:27][S:28]([CH3:31])(=[O:30])=[O:29])([CH3:26])[CH3:25])[C:12]=2[C:11]2[CH:10]=[C:9]([O:8][CH2:1][C:2]3[CH:7]=[CH:6][CH:5]=[CH:4][CH:3]=3)[CH:18]=[CH:17][C:16]=2[N:15]=1, predict the reactants needed to synthesize it. The reactants are: [CH2:1]([O:8][C:9]1[CH:18]=[CH:17][C:16]2[N+:15]([O-])=[CH:14][C:13]3[N:20]=[C:21]([CH2:32][O:33][CH2:34][CH3:35])[N:22]([CH2:23][C:24]([NH:27][S:28]([CH3:31])(=[O:30])=[O:29])([CH3:26])[CH3:25])[C:12]=3[C:11]=2[CH:10]=1)[C:2]1[CH:7]=[CH:6][CH:5]=[CH:4][CH:3]=1.ClC(Cl)(Cl)C([N:40]=C=O)=O. (3) Given the product [NH2:11][CH2:12][C:13]([NH:15][CH2:16][CH2:17][CH2:18][C@@H:19]([C:28]([NH:30][CH2:31][CH2:32][NH:33][C:34]([O:36][C:37]([CH3:40])([CH3:39])[CH3:38])=[O:35])=[O:29])[NH:20][C:21]([O:23][C:24]([CH3:26])([CH3:27])[CH3:25])=[O:22])=[O:14], predict the reactants needed to synthesize it. The reactants are: C(OC([NH:11][CH2:12][C:13]([NH:15][CH2:16][CH2:17][CH2:18][C@@H:19]([C:28]([NH:30][CH2:31][CH2:32][NH:33][C:34]([O:36][C:37]([CH3:40])([CH3:39])[CH3:38])=[O:35])=[O:29])[NH:20][C:21]([O:23][C:24]([CH3:27])([CH3:26])[CH3:25])=[O:22])=[O:14])=O)C1C=CC=CC=1.